From a dataset of Forward reaction prediction with 1.9M reactions from USPTO patents (1976-2016). Predict the product of the given reaction. (1) Given the reactants Br[C:2]1[CH:3]=[CH:4][C:5]([C:8]2[CH2:12][C@@H:11]([C@@H:13]3[CH2:17][O:16][C:15]([CH3:19])([CH3:18])[O:14]3)[O:10][N:9]=2)=[N:6][CH:7]=1.[F:20][C:21]1[CH:22]=[C:23]([N:36]2[CH2:40][C@H:39]([CH2:41][N:42]3[CH:46]=[CH:45][N:44]=[N:43]3)[O:38][C:37]2=[O:47])[CH:24]=[CH:25][C:26]=1B1OC(C)(C)C(C)(C)O1.C(=O)([O-])[O-].[K+].[K+].O, predict the reaction product. The product is: [CH3:18][C:15]1([CH3:19])[O:14][C@H:13]([C@H:11]2[O:10][N:9]=[C:8]([C:5]3[N:6]=[CH:7][C:2]([C:26]4[CH:25]=[CH:24][C:23]([N:36]5[CH2:40][C@H:39]([CH2:41][N:42]6[CH:46]=[CH:45][N:44]=[N:43]6)[O:38][C:37]5=[O:47])=[CH:22][C:21]=4[F:20])=[CH:3][CH:4]=3)[CH2:12]2)[CH2:17][O:16]1. (2) Given the reactants C(OC([NH:8][C@H:9]([C:22]([NH:24][C@H:25]([C:27]([O:29][CH2:30][CH2:31][O:32][C:33]1[CH:38]=[CH:37][C:36]([C:39]2[C:44]([C:45]#[N:46])=[C:43]([NH:47][CH3:48])[N:42]=[C:41]([S:49][CH2:50][C:51]3[N:52]=[C:53]([C:56]4[CH:61]=[CH:60][C:59]([Cl:62])=[CH:58][CH:57]=4)[S:54][CH:55]=3)[C:40]=2[C:63]#[N:64])=[CH:35][CH:34]=1)=[O:28])[CH3:26])=[O:23])[CH2:10][CH2:11][CH2:12][CH2:13][NH:14]C(OC(C)(C)C)=O)=O)(C)(C)C.[ClH:65], predict the reaction product. The product is: [ClH:62].[ClH:65].[NH2:8][C@H:9]([C:22]([NH:24][C@H:25]([C:27]([O:29][CH2:30][CH2:31][O:32][C:33]1[CH:34]=[CH:35][C:36]([C:39]2[C:44]([C:45]#[N:46])=[C:43]([NH:47][CH3:48])[N:42]=[C:41]([S:49][CH2:50][C:51]3[N:52]=[C:53]([C:56]4[CH:61]=[CH:60][C:59]([Cl:62])=[CH:58][CH:57]=4)[S:54][CH:55]=3)[C:40]=2[C:63]#[N:64])=[CH:37][CH:38]=1)=[O:28])[CH3:26])=[O:23])[CH2:10][CH2:11][CH2:12][CH2:13][NH2:14]. (3) Given the reactants [O:1]=[C:2]1[C:6]2[CH:7]=[CH:8][C:9]([CH:11]3[CH2:13][CH:12]3[N:14]3[CH2:19][CH2:18][N:17](C(OC(C)(C)C)=O)[CH2:16][CH2:15]3)=[CH:10][C:5]=2[CH2:4][O:3]1.Cl.O1CCOCC1, predict the reaction product. The product is: [N:14]1([CH:12]2[CH2:13][CH:11]2[C:9]2[CH:8]=[CH:7][C:6]3[C:2](=[O:1])[O:3][CH2:4][C:5]=3[CH:10]=2)[CH2:19][CH2:18][NH:17][CH2:16][CH2:15]1. (4) Given the reactants [Cl:1][C:2]1[C:7]([NH2:8])=[C:6]([NH2:9])[CH:5]=[CH:4][N:3]=1.[CH:10]([O-])([O-])OCC, predict the reaction product. The product is: [Cl:1][C:2]1[C:7]2[N:8]=[CH:10][NH:9][C:6]=2[CH:5]=[CH:4][N:3]=1.